This data is from Full USPTO retrosynthesis dataset with 1.9M reactions from patents (1976-2016). The task is: Predict the reactants needed to synthesize the given product. Given the product [CH:1]([C:6]1([OH:11])[CH2:10][CH2:9][CH2:8][CH2:7]1)([CH3:3])[CH3:2], predict the reactants needed to synthesize it. The reactants are: [CH:1]([Mg]Cl)([CH3:3])[CH3:2].[C:6]1(=[O:11])[CH2:10][CH2:9][CH2:8][CH2:7]1.